Dataset: Catalyst prediction with 721,799 reactions and 888 catalyst types from USPTO. Task: Predict which catalyst facilitates the given reaction. (1) Reactant: [NH2:1][C:2]1[N:7]=[N:6][C:5]([CH2:8][CH2:9][CH2:10][CH2:11][N:12]2[CH:16]=[C:15]([C:17]([O:19]C(C)(C)C)=[O:18])[N:14]=[N:13]2)=[CH:4][C:3]=1[C:24]#[C:25][CH:26]1[CH2:29][N:28]([C:30]([O:32][C:33]([CH3:36])([CH3:35])[CH3:34])=[O:31])[CH2:27]1.CC([O-])(C)C.[K+]. Product: [C:33]([O:32][C:30]([N:28]1[CH2:29][CH:26]([C:25]2[NH:1][C:2]3[N:7]=[N:6][C:5]([CH2:8][CH2:9][CH2:10][CH2:11][N:12]4[CH:16]=[C:15]([C:17]([OH:19])=[O:18])[N:14]=[N:13]4)=[CH:4][C:3]=3[CH:24]=2)[CH2:27]1)=[O:31])([CH3:36])([CH3:35])[CH3:34]. The catalyst class is: 1. (2) Reactant: Br[C:2]1[NH:3][C:4]2[C:9]([C:10]=1[CH:11]1[CH2:16][CH2:15][CH2:14][CH2:13][CH2:12]1)=[CH:8][CH:7]=[C:6]([C:17]([O:19][CH3:20])=[O:18])[CH:5]=2.[O:21]1[CH2:26][CH2:25][CH2:24][CH2:23][CH:22]1[O:27][CH2:28][CH2:29][C:30]1[CH:35]=[CH:34][CH:33]=[CH:32][C:31]=1B(O)O.C(=O)([O-])O.[Na+]. Product: [CH:11]1([C:10]2[C:9]3[C:4](=[CH:5][C:6]([C:17]([O:19][CH3:20])=[O:18])=[CH:7][CH:8]=3)[NH:3][C:2]=2[C:31]2[CH:32]=[CH:33][CH:34]=[CH:35][C:30]=2[CH2:29][CH2:28][O:27][CH:22]2[CH2:23][CH2:24][CH2:25][CH2:26][O:21]2)[CH2:16][CH2:15][CH2:14][CH2:13][CH2:12]1. The catalyst class is: 108.